From a dataset of Catalyst prediction with 721,799 reactions and 888 catalyst types from USPTO. Predict which catalyst facilitates the given reaction. Reactant: [F:1][C:2]1[CH:11]=[CH:10][C:9]([CH:12]=O)=[C:8]2[C:3]=1[C:4](=[O:15])[CH:5]=[C:6]([CH3:14])[O:7]2.[CH3:16][C:17](=[O:22])[CH2:18][C:19](=[O:21])[CH3:20].C(O)(=O)C.N1CCCCC1.C1(C)C=CC(S([O-])(=O)=O)=CC=1.[NH+]1C=CC=CC=1. Product: [F:1][C:2]1[CH:11]=[CH:10][C:9]([CH:12]=[C:18]([C:17](=[O:22])[CH3:16])[C:19](=[O:21])[CH3:20])=[C:8]2[C:3]=1[C:4](=[O:15])[CH:5]=[C:6]([CH3:14])[O:7]2. The catalyst class is: 4.